From a dataset of Reaction yield outcomes from USPTO patents with 853,638 reactions. Predict the reaction yield, written as a fraction of the theoretical maximum amount of product (1.0 means a 100% yield; for example, 0.34 means a 34% yield). (1) The reactants are [CH2:1]([O:3][C:4]([C:6]1[CH:11]=[CH:10][C:9](B(O)O)=[CH:8][CH:7]=1)=[O:5])C.NC1CC(C(N(CCC)CCC)=O)=CC2C=CC(Br)=CC=2N=1.COC(C1C=CC(B(O)O)=CC=1)=O.C(=O)([O-])[O-].[K+].[K+].[C:56]([O:60][C:61]([NH:63][C:64]1[CH2:65][C:66]([C:86](=[O:102])[N:87]([CH2:91][CH2:92][CH2:93][O:94][Si:95]([C:98]([CH3:101])([CH3:100])[CH3:99])([CH3:97])[CH3:96])[CH2:88][CH2:89][CH3:90])=[CH:67][C:68]2[CH:74]=[CH:73][C:72]([C:75]3[CH:85]=[CH:84][C:78]([C:79]([O:81][CH2:82][CH3:83])=[O:80])=[CH:77][CH:76]=3)=[CH:71][C:69]=2[N:70]=1)=[O:62])([CH3:59])([CH3:58])[CH3:57]. The catalyst is C(#N)C.CCOC(C)=O.ClCCl.C(O)(C(F)(F)F)=O.C1C=CC([P]([Pd]([P](C2C=CC=CC=2)(C2C=CC=CC=2)C2C=CC=CC=2)([P](C2C=CC=CC=2)(C2C=CC=CC=2)C2C=CC=CC=2)[P](C2C=CC=CC=2)(C2C=CC=CC=2)C2C=CC=CC=2)(C2C=CC=CC=2)C2C=CC=CC=2)=CC=1. The product is [NH2:63][C:64]1[CH2:65][C:66]([C:86]([N:87]([CH2:91][CH2:92][CH2:93][OH:94])[CH2:88][CH2:89][CH3:90])=[O:102])=[CH:67][C:68]2[CH:74]=[CH:73][C:72]([C:10]3[CH:11]=[C:6]4[C:7](=[CH:8][CH:9]=3)[CH2:1][O:3][C:4]4=[O:5])=[CH:71][C:69]=2[N:70]=1.[C:56]([O:60][C:61]([NH:63][C:64]1[CH2:65][C:66]([C:86](=[O:102])[N:87]([CH2:91][CH2:92][CH2:93][O:94][Si:95]([C:98]([CH3:99])([CH3:101])[CH3:100])([CH3:96])[CH3:97])[CH2:88][CH2:89][CH3:90])=[CH:67][C:68]2[CH:74]=[CH:73][C:72]([C:75]3[CH:85]=[CH:84][C:78]([C:79]([O:81][CH2:82][CH3:83])=[O:80])=[CH:77][CH:76]=3)=[CH:71][C:69]=2[N:70]=1)=[O:62])([CH3:57])([CH3:58])[CH3:59]. The yield is 0.360. (2) The reactants are [C:1]([C:3]([CH3:38])([CH3:37])[C@@H:4]([NH:6][C:7]([C:9]1[C:17]2[C:12](=[N:13][CH:14]=[C:15]([C:18]3[C:26]4[C:21](=[CH:22][C:23]([Cl:27])=[CH:24][CH:25]=4)[N:20]([CH3:28])[N:19]=3)[N:16]=2)[N:11](COCC[Si](C)(C)C)[CH:10]=1)=[O:8])[CH3:5])#[N:2].C(O)(C(F)(F)F)=O. The catalyst is C(Cl)Cl. The product is [C:1]([C:3]([CH3:37])([CH3:38])[C@@H:4]([NH:6][C:7]([C:9]1[C:17]2[C:12](=[N:13][CH:14]=[C:15]([C:18]3[C:26]4[C:21](=[CH:22][C:23]([Cl:27])=[CH:24][CH:25]=4)[N:20]([CH3:28])[N:19]=3)[N:16]=2)[NH:11][CH:10]=1)=[O:8])[CH3:5])#[N:2]. The yield is 0.840. (3) The reactants are [CH:1]1[C:13]2[C:12]3[CH:11]=[CH:10][CH:9]=[CH:8][C:7]=3[NH:6][C:5]=2[CH:4]=[CH:3][N:2]=1.[C:14](#[N:17])[CH:15]=[CH2:16].[OH-].[CH2:19]([N+](C)(C)C)C1C=CC=CC=1. The catalyst is C1C=CC=CC=1. The product is [CH3:19][N:2]1[CH2:3][CH2:4][C:5]2[N:6]([CH2:16][CH2:15][C:14]#[N:17])[C:7]3[CH:8]=[CH:9][CH:10]=[CH:11][C:12]=3[C:13]=2[CH2:1]1. The yield is 0.800. (4) The catalyst is O1CCCC1.C1(C)C=CC=CC=1. The yield is 0.270. The reactants are [CH3:1][C:2]1[N:3]([S:18]([C:21]2[CH:22]=[N:23][CH:24]=[CH:25][CH:26]=2)(=[O:20])=[O:19])[C:4]([C:12]2[CH:17]=[CH:16][CH:15]=[CH:14][CH:13]=2)=[CH:5][C:6]=1[C:7](OCC)=[O:8].[H-].C([Al+]CC(C)C)C(C)C.O.C(OCC)(=O)C. The product is [CH3:1][C:2]1[N:3]([S:18]([C:21]2[CH:22]=[N:23][CH:24]=[CH:25][CH:26]=2)(=[O:19])=[O:20])[C:4]([C:12]2[CH:13]=[CH:14][CH:15]=[CH:16][CH:17]=2)=[CH:5][C:6]=1[CH:7]=[O:8]. (5) The reactants are [CH3:1][O:2][C:3]1[CH:4]=[C:5]2[C:10](=[CH:11][C:12]=1[O:13][CH3:14])[N:9]=[CH:8][CH:7]=[C:6]2[O:15][C:16]1[CH:22]=[CH:21][C:19]([NH2:20])=[C:18]([F:23])[CH:17]=1.C(N(CC)CC)C.ClC(Cl)(O[C:35](=[O:41])OC(Cl)(Cl)Cl)Cl.[S:43]1[CH:47]=[CH:46][N:45]=[C:44]1[C@@H:48]([NH2:50])[CH3:49]. The catalyst is C(Cl)(Cl)Cl. The product is [CH3:1][O:2][C:3]1[CH:4]=[C:5]2[C:10](=[CH:11][C:12]=1[O:13][CH3:14])[N:9]=[CH:8][CH:7]=[C:6]2[O:15][C:16]1[CH:22]=[CH:21][C:19]([NH:20][C:35]([NH:50][C@H:48]([C:44]2[S:43][CH:47]=[CH:46][N:45]=2)[CH3:49])=[O:41])=[C:18]([F:23])[CH:17]=1. The yield is 0.660. (6) The reactants are I(C1C=CC=CC=1C(O)=O)(=O)=O.[NH2:13][C:14]([NH:16][C:17]1[NH:18][C:19]([C:25]2[CH:30]=[CH:29][C:28]([CH2:31][OH:32])=[CH:27][CH:26]=2)=[CH:20][C:21]=1[C:22]([NH2:24])=[O:23])=[O:15].O. The catalyst is CS(C)=O. The yield is 0.670. The product is [NH2:13][C:14]([NH:16][C:17]1[NH:18][C:19]([C:25]2[CH:30]=[CH:29][C:28]([CH:31]=[O:32])=[CH:27][CH:26]=2)=[CH:20][C:21]=1[C:22]([NH2:24])=[O:23])=[O:15].